Dataset: Forward reaction prediction with 1.9M reactions from USPTO patents (1976-2016). Task: Predict the product of the given reaction. (1) The product is: [Br:23][C:24]1[N:29]=[C:28]([CH2:30][NH:1][C:2]2[CH:3]=[C:4]3[C:9](=[CH:10][CH:11]=2)[N:8]=[CH:7][C:6]([C:12]#[N:13])=[C:5]3[NH:14][C:15]2[CH:20]=[CH:19][C:18]([F:21])=[C:17]([Cl:22])[CH:16]=2)[CH:27]=[CH:26][CH:25]=1. Given the reactants [NH2:1][C:2]1[CH:3]=[C:4]2[C:9](=[CH:10][CH:11]=1)[N:8]=[CH:7][C:6]([C:12]#[N:13])=[C:5]2[NH:14][C:15]1[CH:20]=[CH:19][C:18]([F:21])=[C:17]([Cl:22])[CH:16]=1.[Br:23][C:24]1[N:29]=[C:28]([CH:30]=O)[CH:27]=[CH:26][CH:25]=1.[BH3-]C#N.[Na+], predict the reaction product. (2) Given the reactants [CH2:1]([O:3][C:4](=[O:19])[CH2:5][NH:6][C@@H:7]([C:15]([CH3:18])([CH3:17])[CH3:16])[C:8]([O:10][C:11]([CH3:14])([CH3:13])[CH3:12])=[O:9])[CH3:2].ClS([N:24]=[C:25]=[O:26])(=O)=O.O, predict the reaction product. The product is: [NH2:24][C:25]([N:6]([CH2:5][C:4]([O:3][CH2:1][CH3:2])=[O:19])[C@@H:7]([C:15]([CH3:18])([CH3:17])[CH3:16])[C:8]([O:10][C:11]([CH3:12])([CH3:14])[CH3:13])=[O:9])=[O:26]. (3) Given the reactants [CH2:1]1[CH2:5][O:4][CH2:3][CH2:2]1.[Br:6][C:7]1[CH:12]=[CH:11][CH:10]=[CH:9][C:8]=1[OH:13].C(O[CH2:17][CH3:18])C, predict the reaction product. The product is: [Br:6][C:7]1[CH:12]=[CH:11][CH:10]=[CH:9][C:8]=1[O:13][C@H:18]1[CH:17]=[CH:5][C:1]2[C:2](=[CH:5][CH:1]=[CH:2][CH:3]=2)[C@@H:3]1[OH:4]. (4) Given the reactants [NH2:1][CH:2]1[CH2:6][CH2:5][N:4]([C:7]2[N:8]=[C:9]([NH:16][C:17]3[CH:22]=[CH:21][C:20]([O:23][CH3:24])=[C:19]([O:25][CH3:26])[CH:18]=3)[C:10]3[N:15]=[CH:14][S:13][C:11]=3[N:12]=2)[CH2:3]1.[NH:27]1[C:35]2[C:30](=[CH:31][C:32]([C:36](O)=[O:37])=[CH:33][CH:34]=2)[CH:29]=[N:28]1.CN1C=CN=C1.CCN=C=NCCCN(C)C, predict the reaction product. The product is: [CH3:26][O:25][C:19]1[CH:18]=[C:17]([NH:16][C:9]2[C:10]3[N:15]=[CH:14][S:13][C:11]=3[N:12]=[C:7]([N:4]3[CH2:5][CH2:6][CH:2]([NH:1][C:36]([C:32]4[CH:31]=[C:30]5[C:35](=[CH:34][CH:33]=4)[NH:27][N:28]=[CH:29]5)=[O:37])[CH2:3]3)[N:8]=2)[CH:22]=[CH:21][C:20]=1[O:23][CH3:24]. (5) Given the reactants [H-].C([Al+]CC(C)C)C(C)C.[CH3:11][C:12]1[CH:13]=[C:14]([C:29]2[S:33][C:32]([C:34]3([C:44]#[N:45])[CH2:43][CH2:42][C:37]4([O:41][CH2:40][CH2:39][O:38]4)[CH2:36][CH2:35]3)=[N:31][CH:30]=2)[CH:15]=[C:16]([NH:18][C:19]2[N:24]=[C:23]([C:25]([F:28])([F:27])[F:26])[CH:22]=[CH:21][N:20]=2)[CH:17]=1.CC(C[AlH]CC(C)C)C, predict the reaction product. The product is: [NH2:45][CH2:44][C:34]1([C:32]2[S:33][C:29]([C:14]3[CH:15]=[C:16]([NH:18][C:19]4[N:24]=[C:23]([C:25]([F:26])([F:28])[F:27])[CH:22]=[CH:21][N:20]=4)[CH:17]=[C:12]([CH3:11])[CH:13]=3)=[CH:30][N:31]=2)[CH2:43][CH2:42][C:37]2([O:38][CH2:39][CH2:40][O:41]2)[CH2:36][CH2:35]1.